Task: Predict the reactants needed to synthesize the given product.. Dataset: Full USPTO retrosynthesis dataset with 1.9M reactions from patents (1976-2016) Given the product [CH2:7]([O:9][C:10]1[CH:11]=[CH:12][CH:13]=[C:14]2[C:19]=1[C:18]([Al:1]([CH2:4][CH3:5])[CH2:2][CH3:3])=[CH:17][CH:16]=[CH:15]2)[CH3:8], predict the reactants needed to synthesize it. The reactants are: [Al:1](Cl)([CH2:4][CH3:5])[CH2:2][CH3:3].[CH2:7]([O:9][C:10]1([Li])[C:19]2[C:14](=[CH:15][CH:16]=[CH:17][CH:18]=2)[CH:13]=[CH:12][CH2:11]1)[CH3:8].C([Li])(C)(C)C.C(OC1C2C(=CC=CC=2)C=CC=1)C.